The task is: Predict the reaction yield, written as a fraction of the theoretical maximum amount of product (1.0 means a 100% yield; for example, 0.34 means a 34% yield).. This data is from Reaction yield outcomes from USPTO patents with 853,638 reactions. (1) The reactants are [Cl:1][C:2]1[CH:10]=[CH:9][C:5]([C:6]([OH:8])=O)=[CH:4][C:3]=1[C:11]([C:14]#[N:15])([CH3:13])[CH3:12].CN(C)C=O.[NH2:21][C:22]1[CH:23]=[C:24]([CH:39]=[CH:40][C:41]=1[F:42])[O:25][C:26]1[N:31]=[C:30]2[S:32][C:33]([NH:35][C:36](=[O:38])[CH3:37])=[N:34][C:29]2=[CH:28][CH:27]=1.O. The catalyst is C(Cl)(=O)C(Cl)=O.CN(C)C(=O)C. The product is [C:36]([NH:35][C:33]1[S:32][C:30]2[C:29]([N:34]=1)=[CH:28][CH:27]=[C:26]([O:25][C:24]1[CH:39]=[CH:40][C:41]([F:42])=[C:22]([NH:21][C:6](=[O:8])[C:5]3[CH:9]=[CH:10][C:2]([Cl:1])=[C:3]([C:11]([C:14]#[N:15])([CH3:13])[CH3:12])[CH:4]=3)[CH:23]=1)[N:31]=2)(=[O:38])[CH3:37]. The yield is 0.210. (2) The reactants are [C:1]([C:3]1[CH:4]=[C:5]([NH:15][C:16]([N:18]2[CH2:22][CH2:21][CH2:20][CH2:19]2)=[O:17])[CH:6]=[CH:7][C:8]=1[S:9]([CH:12]([CH3:14])[CH3:13])(=[O:11])=[O:10])#[N:2].NCC1C=C(NC(=O)N(C)C)C=CC=1S(C(C)C)(=O)=O. No catalyst specified. The product is [NH2:2][CH2:1][C:3]1[CH:4]=[C:5]([NH:15][C:16]([N:18]2[CH2:22][CH2:21][CH2:20][CH2:19]2)=[O:17])[CH:6]=[CH:7][C:8]=1[S:9]([CH:12]([CH3:14])[CH3:13])(=[O:11])=[O:10]. The yield is 0.940. (3) The product is [CH3:11][C:9]1[CH:10]=[C:2]2[C:3]([C:4](=[O:5])[NH:6][CH:12]=[N:1]2)=[CH:7][CH:8]=1. The yield is 0.840. No catalyst specified. The reactants are [NH2:1][C:2]1[CH:10]=[C:9]([CH3:11])[CH:8]=[CH:7][C:3]=1[C:4]([NH2:6])=[O:5].[CH:12](O)=O. (4) No catalyst specified. The reactants are [Cl:1][C:2]1[CH:3]=[CH:4][C:5]2[S:9][CH:8]=[C:7]([CH2:10][N:11]3[C:19]4[C:14](=[CH:15][CH:16]=[CH:17][CH:18]=4)[C:13](=O)[C:12]3=[O:21])[C:6]=2[CH:22]=1.[F:23][C:24]([F:33])([F:32])[C:25]1[CH:26]=[C:27]([CH:29]=[CH:30][CH:31]=1)[NH2:28]. The product is [Cl:1][C:2]1[CH:3]=[CH:4][C:5]2[S:9][CH:8]=[C:7]([CH2:10][N:11]3[C:19]4[C:14](=[CH:15][CH:16]=[CH:17][CH:18]=4)[C:13](=[N:28][C:27]4[CH:29]=[CH:30][CH:31]=[C:25]([C:24]([F:23])([F:32])[F:33])[CH:26]=4)[C:12]3=[O:21])[C:6]=2[CH:22]=1. The yield is 0.180. (5) The reactants are [Br-].[O:2]([CH2:9][CH2:10][CH2:11][CH2:12][CH2:13][CH2:14][P+](C1C=CC=CC=1)(C1C=CC=CC=1)C1C=CC=CC=1)[C:3]1[CH:8]=[CH:7][CH:6]=[CH:5][CH:4]=1.C[Si]([N-][Si](C)(C)C)(C)C.[K+].[CH3:44][O:45][C:46]1[CH:53]=[CH:52][C:49]([CH:50]=O)=[CH:48][CH:47]=1. The catalyst is C1COCC1. The product is [CH3:44][O:45][C:46]1[CH:53]=[CH:52][C:49]([CH:50]=[CH:14][CH2:13][CH2:12][CH2:11][CH2:10][CH2:9][O:2][C:3]2[CH:4]=[CH:5][CH:6]=[CH:7][CH:8]=2)=[CH:48][CH:47]=1. The yield is 0.920.